From a dataset of Forward reaction prediction with 1.9M reactions from USPTO patents (1976-2016). Predict the product of the given reaction. (1) Given the reactants Br[C:2]1[CH:7]=[CH:6][C:5]([C:8]2([C:11]([OH:13])=[O:12])[CH2:10][CH2:9]2)=[CH:4][CH:3]=1.C([Mg]CCCC)CCC.C([Li])CCC.[C:28]1(=[O:33])[CH2:32][CH2:31][CH2:30][CH2:29]1, predict the reaction product. The product is: [OH:33][C:28]1([C:2]2[CH:7]=[CH:6][C:5]([C:8]3([C:11]([OH:13])=[O:12])[CH2:10][CH2:9]3)=[CH:4][CH:3]=2)[CH2:32][CH2:31][CH2:30][CH2:29]1. (2) Given the reactants Br[C:2]1[CH:3]=[C:4]2[C:10]([NH:11][C:12]([C:14]3[CH:15]=[N:16][N:17]([CH2:19][C:20]4[CH:25]=[CH:24][CH:23]=[CH:22][CH:21]=4)[CH:18]=3)=[O:13])=[CH:9][N:8]([S:26]([C:29]3[CH:34]=[CH:33][C:32]([CH3:35])=[CH:31][CH:30]=3)(=[O:28])=[O:27])[C:5]2=[N:6][CH:7]=1.[OH:36][C:37]1[CH:42]=[CH:41][C:40](B(O)O)=[CH:39][CH:38]=1.C([O-])([O-])=O.[K+].[K+], predict the reaction product. The product is: [OH:36][C:37]1[CH:42]=[CH:41][C:40]([C:2]2[CH:3]=[C:4]3[C:10]([NH:11][C:12]([C:14]4[CH:15]=[N:16][N:17]([CH2:19][C:20]5[CH:25]=[CH:24][CH:23]=[CH:22][CH:21]=5)[CH:18]=4)=[O:13])=[CH:9][N:8]([S:26]([C:29]4[CH:34]=[CH:33][C:32]([CH3:35])=[CH:31][CH:30]=4)(=[O:28])=[O:27])[C:5]3=[N:6][CH:7]=2)=[CH:39][CH:38]=1. (3) Given the reactants [CH3:1][O:2][CH:3]([O:13][CH3:14])[C:4]1[CH:9]=[CH:8][C:7]([F:10])=[C:6]([F:11])[C:5]=1[F:12].[C:15](OCC)(=[O:21])[C:16]([O:18][CH2:19][CH3:20])=[O:17], predict the reaction product. The product is: [CH3:14][O:13][CH:3]([O:2][CH3:1])[C:4]1[C:5]([F:12])=[C:6]([F:11])[C:7]([F:10])=[C:8]([C:15](=[O:21])[C:16]([O:18][CH2:19][CH3:20])=[O:17])[CH:9]=1.